From a dataset of Reaction yield outcomes from USPTO patents with 853,638 reactions. Predict the reaction yield, written as a fraction of the theoretical maximum amount of product (1.0 means a 100% yield; for example, 0.34 means a 34% yield). (1) The reactants are [Br:1][C:2]1[N:7]=[N:6][C:5]([C:8]([OH:10])=O)=[CH:4][CH:3]=1.C1N=C[N:13](C(N2C=NC=C2)=O)[CH:12]=1.CN. The catalyst is C1COCC1. The product is [Br:1][C:2]1[N:7]=[N:6][C:5]([C:8]([NH:13][CH3:12])=[O:10])=[CH:4][CH:3]=1. The yield is 0.340. (2) The catalyst is C1COCC1. The yield is 0.620. The reactants are [F:1][C:2]1[CH:8]=[CH:7][C:6]([C:9]([F:12])([F:11])[F:10])=[CH:5][C:3]=1[NH2:4].N1C=CC=CC=1.Cl[C:20]([O:22][C:23]1[CH:28]=[CH:27][CH:26]=[CH:25][CH:24]=1)=[O:21]. The product is [F:1][C:2]1[CH:8]=[CH:7][C:6]([C:9]([F:10])([F:11])[F:12])=[CH:5][C:3]=1[NH:4][C:20](=[O:21])[O:22][C:23]1[CH:28]=[CH:27][CH:26]=[CH:25][CH:24]=1. (3) The reactants are [CH3:1][CH:2]1[NH:8][CH2:7][C:6]2[CH:9]=[CH:10][C:11]([N:13]3[CH2:18][CH2:17][N:16]([C:19]([O:21][C:22]([CH3:25])([CH3:24])[CH3:23])=[O:20])[CH2:15][CH2:14]3)=[N:12][C:5]=2[O:4][CH2:3]1.C=O.[BH-](OC(C)=O)(OC(C)=O)O[C:30](C)=O.[Na+].O. The catalyst is C(O)(=O)C.C(Cl)Cl. The product is [CH3:1][CH:2]1[N:8]([CH3:30])[CH2:7][C:6]2[CH:9]=[CH:10][C:11]([N:13]3[CH2:18][CH2:17][N:16]([C:19]([O:21][C:22]([CH3:24])([CH3:23])[CH3:25])=[O:20])[CH2:15][CH2:14]3)=[N:12][C:5]=2[O:4][CH2:3]1. The yield is 0.390. (4) The reactants are [CH3:1][C:2]1[CH:10]=[CH:9][C:8]([CH3:11])=[C:7]2[C:3]=1[CH:4]=[CH:5][CH2:6]2.[CH2:12]=O.[C:14]1([CH3:24])[CH:19]=[CH:18][C:17](S(O)(=O)=O)=[CH:16][CH:15]=1.[C:25]1([CH3:31])[CH:30]=CC=C[CH:26]=1. No catalyst specified. The product is [CH3:24][C:14]1[CH:19]=[CH:18][C:17]([CH3:12])=[C:16]2[C:15]=1[CH:26]=[C:25]([CH2:31][C:5]1[CH2:4][C:3]3[C:7]([CH:6]=1)=[C:8]([CH3:11])[CH:9]=[CH:10][C:2]=3[CH3:1])[CH2:30]2. The yield is 0.441. (5) The reactants are [CH:1](=O)[C:2]1[CH:7]=[CH:6][CH:5]=[CH:4][CH:3]=1.[O:9]1[C:14]2[CH:15]=[CH:16][C:17]([NH2:19])=[CH:18][C:13]=2[O:12][CH2:11][CH2:10]1.O=[C:21]([CH2:25][CH3:26])[C:22]([OH:24])=[O:23]. The catalyst is CCO. The product is [CH3:26][C:25]1[C:1]([C:2]2[CH:7]=[CH:6][CH:5]=[CH:4][CH:3]=2)=[N:19][C:17]2[CH:18]=[C:13]3[O:12][CH2:11][CH2:10][O:9][C:14]3=[CH:15][C:16]=2[C:21]=1[C:22]([OH:24])=[O:23]. The yield is 0.610. (6) The reactants are Br[C:2]1[CH:3]=[N:4][C:5]([O:12][CH3:13])=[C:6]([CH:11]=1)[C:7]([O:9][CH3:10])=[O:8].[CH3:14][C:15]1([CH3:31])[C:19]([CH3:21])([CH3:20])[O:18][B:17]([B:17]2[O:18][C:19]([CH3:21])([CH3:20])[C:15]([CH3:31])([CH3:14])[O:16]2)[O:16]1.C([O-])(=O)C.[K+]. The catalyst is C1C=CC(P(C2C=CC=CC=2)[C-]2C=CC=C2)=CC=1.C1C=CC(P(C2C=CC=CC=2)[C-]2C=CC=C2)=CC=1.Cl[Pd]Cl.[Fe+2]. The product is [CH3:13][O:12][C:5]1[N:4]=[CH:3][C:2]([B:17]2[O:18][C:19]([CH3:21])([CH3:20])[C:15]([CH3:31])([CH3:14])[O:16]2)=[CH:11][C:6]=1[C:7]([O:9][CH3:10])=[O:8]. The yield is 0.720. (7) The reactants are [OH-:1].[Na+:2].[CH:3]1[N:7]=[CH:6][N:5]([CH2:8][C:9]([P:15]([OH:18])([OH:17])=[O:16])([P:11]([OH:14])([OH:13])=[O:12])[OH:10])[CH:4]=1.CC([OH:22])C. The catalyst is O. The product is [CH:3]1[N:7]=[CH:6][N:5]([CH2:8][C:9]([P:11]([O-:14])([OH:13])=[O:12])([P:15]([O-:17])([OH:18])=[O:16])[OH:10])[CH:4]=1.[OH2:22].[OH2:1].[OH2:10].[OH2:10].[Na+:2].[Na+:2]. The yield is 0.910. (8) The reactants are [CH3:1][O:2][C:3]1[CH:8]=[CH:7][C:6]([N+:9]([O-:11])=[O:10])=[CH:5][C:4]=1[NH:12][C:13](=[O:16])[CH2:14][CH3:15].[H-].[Na+].I[CH3:20]. The catalyst is C1COCC1. The product is [CH3:1][O:2][C:3]1[CH:8]=[CH:7][C:6]([N+:9]([O-:11])=[O:10])=[CH:5][C:4]=1[N:12]([CH3:20])[C:13](=[O:16])[CH2:14][CH3:15]. The yield is 0.950.